Task: Predict the reactants needed to synthesize the given product.. Dataset: Full USPTO retrosynthesis dataset with 1.9M reactions from patents (1976-2016) (1) Given the product [F:15][C:14]([F:17])([F:16])[CH:11]1[CH2:12][CH2:13][N:8]([C:6]2[N:5]=[CH:4][N:3]=[C:2]([C:23]#[N:25])[CH:7]=2)[CH2:9][CH2:10]1, predict the reactants needed to synthesize it. The reactants are: Cl[C:2]1[CH:7]=[C:6]([N:8]2[CH2:13][CH2:12][CH:11]([C:14]([F:17])([F:16])[F:15])[CH2:10][CH2:9]2)[N:5]=[CH:4][N:3]=1.C(Cl)(Cl)Cl.C[C:23]([N:25](C)C)=O. (2) Given the product [CH3:29][O:28][C:26]([C:25]1[CH:30]=[CH:31][C:22]([N:21]([CH3:20])[S:2]([C:5]2[CH:6]=[C:7]([CH:17]=[CH:18][CH:19]=2)[C:8]([O:10][CH2:11][CH2:12][Si:13]([CH3:16])([CH3:15])[CH3:14])=[O:9])(=[O:4])=[O:3])=[CH:23][CH:24]=1)=[O:27], predict the reactants needed to synthesize it. The reactants are: Cl[S:2]([C:5]1[CH:6]=[C:7]([CH:17]=[CH:18][CH:19]=1)[C:8]([O:10][CH2:11][CH2:12][Si:13]([CH3:16])([CH3:15])[CH3:14])=[O:9])(=[O:4])=[O:3].[CH3:20][NH:21][C:22]1[CH:31]=[CH:30][C:25]([C:26]([O:28][CH3:29])=[O:27])=[CH:24][CH:23]=1.